The task is: Predict the reaction yield, written as a fraction of the theoretical maximum amount of product (1.0 means a 100% yield; for example, 0.34 means a 34% yield).. This data is from Reaction yield outcomes from USPTO patents with 853,638 reactions. The reactants are C([O-])([O-])=O.[Cs+].[Cs+].Br[CH2:8][C:9]1[C:17]2[C:12](=[CH:13][CH:14]=[CH:15][CH:16]=2)[N:11]([C:18]2[CH:23]=[CH:22][CH:21]=[CH:20][C:19]=2[C:24]#[N:25])[C:10]=1[C:26]#[N:27].[CH3:28][N:29]([C@@H:37]([CH3:58])[C:38](=[O:57])[NH:39][C@H:40]1[C:46]2([CH2:51][CH2:50][O:49][CH2:48][CH2:47]2)[O:45][C:44]2[CH:52]=[CH:53][CH:54]=[CH:55][C:43]=2[NH:42][C:41]1=[O:56])[C:30](=[O:36])[O:31][C:32]([CH3:35])([CH3:34])[CH3:33]. The catalyst is CN(C=O)C.[NH4+].[Cl-]. The product is [C:26]([C:10]1[N:11]([C:18]2[CH:23]=[CH:22][CH:21]=[CH:20][C:19]=2[C:24]#[N:25])[C:12]2[C:17]([C:9]=1[CH2:8][N:42]1[C:41](=[O:56])[C@@H:40]([NH:39][C:38](=[O:57])[C@@H:37]([N:29]([CH3:28])[C:30](=[O:36])[O:31][C:32]([CH3:34])([CH3:35])[CH3:33])[CH3:58])[C:46]3([CH2:51][CH2:50][O:49][CH2:48][CH2:47]3)[O:45][C:44]3[CH:52]=[CH:53][CH:54]=[CH:55][C:43]1=3)=[CH:16][CH:15]=[CH:14][CH:13]=2)#[N:27]. The yield is 0.963.